From a dataset of Catalyst prediction with 721,799 reactions and 888 catalyst types from USPTO. Predict which catalyst facilitates the given reaction. (1) Reactant: Br[CH2:2][CH:3]([CH3:5])[CH3:4].[NH:6]1[C:10]([C:11]2[CH:12]=[C:13]([C:17]3[CH:18]=[CH:19][C:20]4[O:24][C:23]([C:25]5[CH:30]=[CH:29][C:28]([F:31])=[CH:27][CH:26]=5)=[C:22]([C:32]([NH:34][CH3:35])=[O:33])[C:21]=4[CH:36]=3)[CH:14]=[CH:15][CH:16]=2)=[N:9][N:8]=[N:7]1.C([O-])([O-])=O.[Na+].[Na+]. Product: [F:31][C:28]1[CH:29]=[CH:30][C:25]([C:23]2[O:24][C:20]3[CH:19]=[CH:18][C:17]([C:13]4[CH:14]=[CH:15][CH:16]=[C:11]([C:10]5[N:9]=[N:8][N:7]([CH2:2][CH:3]([CH3:5])[CH3:4])[N:6]=5)[CH:12]=4)=[CH:36][C:21]=3[C:22]=2[C:32]([NH:34][CH3:35])=[O:33])=[CH:26][CH:27]=1. The catalyst class is: 3. (2) Reactant: [I-:1].[Cl:2][C:3]1[C:16]2[C:7](=[S+:8][C:9]3[C:14]([N:15]=2)=[CH:13][CH:12]=[CH:11][CH:10]=3)[CH:6]=[CH:5][CH:4]=1.[CH2:17]([NH:19][CH2:20][CH3:21])[CH3:18].[C:22]([N:29]1[CH2:34][CH2:33][NH:32][CH2:31][CH2:30]1)([O:24][C:25]([CH3:28])([CH3:27])[CH3:26])=[O:23]. Product: [I-:1].[C:25]([O:24][C:22]([N:29]1[CH2:30][CH2:31][N:32]([C:11]2[CH:10]=[C:9]3[C:14](=[CH:13][CH:12]=2)[N:15]=[C:16]2[C:7]([CH:6]=[C:5]([N:19]([CH2:20][CH3:21])[CH2:17][CH3:18])[CH:4]=[C:3]2[Cl:2])=[S+:8]3)[CH2:33][CH2:34]1)=[O:23])([CH3:28])([CH3:27])[CH3:26]. The catalyst class is: 147. (3) Reactant: Br[C:2]1[CH:35]=[CH:34][C:33]([Cl:36])=[CH:32][C:3]=1[CH2:4][O:5][C:6]1[CH:11]=[CH:10][C:9]([C:12]2[N:16]([CH:17]3[CH2:22][CH2:21][CH2:20][CH2:19][CH2:18]3)[C:15]3[CH:23]=[CH:24][C:25]([C:27]([O:29][CH2:30][CH3:31])=[O:28])=[CH:26][C:14]=3[N:13]=2)=[CH:8][CH:7]=1.C(=O)([O-])O.[Na+].[CH:42]([Cl:45])(Cl)Cl. Product: [Cl:45][C:42]1[CH:34]=[CH:35][C:2]([C:2]2[CH:35]=[CH:34][C:33]([Cl:36])=[CH:32][C:3]=2[CH2:4][O:5][C:6]2[CH:11]=[CH:10][C:9]([C:12]3[N:16]([CH:17]4[CH2:22][CH2:21][CH2:20][CH2:19][CH2:18]4)[C:15]4[CH:23]=[CH:24][C:25]([C:27]([O:29][CH2:30][CH3:31])=[O:28])=[CH:26][C:14]=4[N:13]=3)=[CH:8][CH:7]=2)=[CH:3][CH:4]=1. The catalyst class is: 57.